From a dataset of Reaction yield outcomes from USPTO patents with 853,638 reactions. Predict the reaction yield, written as a fraction of the theoretical maximum amount of product (1.0 means a 100% yield; for example, 0.34 means a 34% yield). (1) The yield is 0.530. The reactants are [C:1]([CH:3]([CH2:9][C:10]([C:12]1[CH:17]=[CH:16][CH:15]=[CH:14][C:13]=1[F:18])=O)[C:4]([O:6][CH2:7][CH3:8])=[O:5])#[N:2].C(OCC)(=O)C.[ClH:25]. The product is [Cl:25][C:1]1[NH:2][C:10]([C:12]2[CH:17]=[CH:16][CH:15]=[CH:14][C:13]=2[F:18])=[CH:9][C:3]=1[C:4]([O:6][CH2:7][CH3:8])=[O:5]. No catalyst specified. (2) The reactants are [NH2:1][C:2]1[CH:3]=[CH:4][C:5]([O:18][CH3:19])=[C:6]([NH:8][C:9](=[O:17])[CH2:10][N:11]2[CH2:16][CH2:15][O:14][CH2:13][CH2:12]2)[CH:7]=1.[Br:20][C:21]1[CH:29]=[CH:28][C:24]([C:25](O)=[O:26])=[CH:23][CH:22]=1.C(N(C(C)C)CC)(C)C.O. The catalyst is CN(C=O)C. The product is [Br:20][C:21]1[CH:29]=[CH:28][C:24]([C:25]([NH:1][C:2]2[CH:3]=[CH:4][C:5]([O:18][CH3:19])=[C:6]([NH:8][C:9](=[O:17])[CH2:10][N:11]3[CH2:16][CH2:15][O:14][CH2:13][CH2:12]3)[CH:7]=2)=[O:26])=[CH:23][CH:22]=1. The yield is 0.520. (3) The reactants are O[C:2]1([C:16]2[C:24]([OH:25])=[CH:23][C:19]3[O:20][CH2:21][O:22][C:18]=3[CH:17]=2)[C:10](=[O:11])[CH:9]=[C:8]2[O:12][CH2:13][CH2:14][CH2:15][N:6]3[C:7]2=[C:3]1[CH:4]=[CH:5]3.FC(F)(F)C(O)=O.C([SiH](CC)CC)C. The catalyst is ClC(Cl)C. The product is [OH:25][C:24]1[C:16]([CH:2]2[C:10](=[O:11])[CH:9]=[C:8]3[O:12][CH2:13][CH2:14][CH2:15][N:6]4[C:7]3=[C:3]2[CH:4]=[CH:5]4)=[CH:17][C:18]2[O:22][CH2:21][O:20][C:19]=2[CH:23]=1. The yield is 0.820. (4) The reactants are [CH3:1][S:2][C:3]1[N:8]=[CH:7][N:6]=[C:5]([O:9][C:10]2[CH:15]=[CH:14][C:13]([NH2:16])=[CH:12][CH:11]=2)[CH:4]=1.[F:17][C:18]([F:29])([F:28])[C:19]1[CH:20]=[C:21]([N:25]=[C:26]=[O:27])[CH:22]=[CH:23][CH:24]=1. The catalyst is C1COCC1. The product is [CH3:1][S:2][C:3]1[N:8]=[CH:7][N:6]=[C:5]([O:9][C:10]2[CH:15]=[CH:14][C:13]([NH:16][C:26]([NH:25][C:21]3[CH:22]=[CH:23][CH:24]=[C:19]([C:18]([F:17])([F:28])[F:29])[CH:20]=3)=[O:27])=[CH:12][CH:11]=2)[CH:4]=1. The yield is 0.750. (5) The reactants are [Br:1]N1C(=O)CCC1=O.O1CCCC1.O.[CH2:15]([O:17][C:18]1[CH:19]=[N:20][C:21]([C:24]([O:26]CC)=[CH2:25])=[N:22][CH:23]=1)[CH3:16]. The catalyst is CCCCCC.C(OCC)(=O)C. The product is [Br:1][CH2:26][C:24]([C:21]1[N:20]=[CH:19][C:18]([O:17][CH2:15][CH3:16])=[CH:23][N:22]=1)=[O:25]. The yield is 0.909. (6) The reactants are [Cl:1][C:2]1[CH:8]=[CH:7][C:5]([NH2:6])=[CH:4][CH:3]=1.C([O:11][CH:12]=[C:13]([C:19]([O-])=O)[C:14]([O:16][CH2:17][CH3:18])=[O:15])C.Cl.[OH-].[Na+]. The catalyst is C(OCC)(=O)C.O. The product is [CH2:17]([O:16][C:14]([C:13]1[C:12](=[O:11])[C:7]2[C:5](=[CH:4][CH:3]=[C:2]([Cl:1])[CH:8]=2)[NH:6][CH:19]=1)=[O:15])[CH3:18]. The yield is 0.710. (7) The reactants are [N+:1]([C:4]1[CH:5]=[C:6]([CH:14]=[CH:15][C:16]=1[N+:17]([O-])=O)[CH2:7][N:8]1[CH2:13][CH2:12][O:11][CH2:10][CH2:9]1)([O-])=O. The catalyst is C(O)C. The product is [N:8]1([C:7]2[C:15]([CH3:14])=[C:16]([NH2:17])[C:4]([NH2:1])=[CH:5][CH:6]=2)[CH2:9][CH2:10][O:11][CH2:12][CH2:13]1. The yield is 0.986. (8) The reactants are [Cl:1][C:2]1[CH:10]=[C:9]([O:11][CH:12]([CH3:14])[CH3:13])[C:8]([N:15]2[CH:19]=[CH:18][CH:17]=[N:16]2)=[CH:7][C:3]=1[C:4]([NH2:6])=[O:5].[C:20](Cl)(=[O:24])C(Cl)=O.[NH2:26][C:27]1[S:28][C:29]2[CH:35]=[C:34]([S:36]([CH:39]3[CH2:44][CH2:43][N:42](C(OC(C)(C)C)=O)[CH2:41][CH2:40]3)(=[O:38])=[O:37])[CH:33]=[CH:32][C:30]=2[N:31]=1. The catalyst is C1COCC1.Cl. The product is [Cl:1][C:2]1[CH:10]=[C:9]([O:11][CH:12]([CH3:14])[CH3:13])[C:8]([N:15]2[CH:19]=[CH:18][CH:17]=[N:16]2)=[CH:7][C:3]=1[C:4]([NH:6][C:20](=[O:24])[NH:26][C:27]1[S:28][C:29]2[CH:35]=[C:34]([S:36]([CH:39]3[CH2:44][CH2:43][NH:42][CH2:41][CH2:40]3)(=[O:38])=[O:37])[CH:33]=[CH:32][C:30]=2[N:31]=1)=[O:5]. The yield is 0.340.